This data is from Reaction yield outcomes from USPTO patents with 853,638 reactions. The task is: Predict the reaction yield, written as a fraction of the theoretical maximum amount of product (1.0 means a 100% yield; for example, 0.34 means a 34% yield). (1) The reactants are [OH:1][C:2]1[CH:11]=[C:10]([OH:12])[C:9]([C:13](=[O:18])[C:14]([CH3:17])=[CH:15][CH3:16])=[C:8]2[C:3]=1[C:4]([CH2:20][CH2:21][CH3:22])=[CH:5][C:6](=[O:19])[O:7]2.[CH3:23][C:24]([CH3:28])=[CH:25][CH:26]=O.N1C=CC=CC=1.Cl. The catalyst is O.C(O)C.C(OCC)(=O)C. The product is [CH3:22][CH2:21][CH2:20][C:4]1[C:3]2[C:2]3[O:1][C:24]([CH3:28])([CH3:23])[CH:25]=[CH:26][C:11]=3[C:10]3[O:12][C@H:15]([CH3:16])[C@@H:14]([CH3:17])[C:13](=[O:18])[C:9]=3[C:8]=2[O:7][C:6](=[O:19])[CH:5]=1. The yield is 0.260. (2) The reactants are [CH2:1]([NH:8][C:9]1[C:14]2[CH:15]=[CH:16][N:17]([C@@H:18]3[O:22][C@H:21]([CH2:23][OH:24])[C@@H:20]([O:25][Si:26]([C:29]([CH3:32])([CH3:31])[CH3:30])([CH3:28])[CH3:27])[CH2:19]3)[C:13]=2[CH:12]=[CH:11][N:10]=1)[C:2]1[CH:7]=[CH:6][CH:5]=[CH:4][CH:3]=1.Cl[S:34]([NH2:37])(=[O:36])=[O:35]. No catalyst specified. The product is [S:34](=[O:36])(=[O:35])([O:24][CH2:23][C@@H:21]1[C@@H:20]([O:25][Si:26]([C:29]([CH3:32])([CH3:31])[CH3:30])([CH3:27])[CH3:28])[CH2:19][C@H:18]([N:17]2[C:13]3[CH:12]=[CH:11][N:10]=[C:9]([NH:8][CH2:1][C:2]4[CH:7]=[CH:6][CH:5]=[CH:4][CH:3]=4)[C:14]=3[CH:15]=[CH:16]2)[O:22]1)[NH2:37]. The yield is 0.290. (3) The reactants are Br[C:2]1[CH:3]=[C:4]2[C:9](=[CH:10][CH:11]=1)[N:8]=[C:7]([CH3:12])[C:6]([C:13](=[O:18])[C:14]([F:17])([F:16])[F:15])=[C:5]2[C:19]1[CH:24]=[CH:23][C:22]([F:25])=[CH:21][CH:20]=1.[NH:26]1[CH2:31][CH2:30][CH2:29][CH2:28][CH2:27]1. No catalyst specified. The product is [F:16][C:14]([F:17])([F:15])[C:13]([C:6]1[C:7]([CH3:12])=[N:8][C:9]2[C:4]([C:5]=1[C:19]1[CH:20]=[CH:21][C:22]([F:25])=[CH:23][CH:24]=1)=[CH:3][C:2]([N:26]1[CH2:31][CH2:30][CH2:29][CH2:28][CH2:27]1)=[CH:11][CH:10]=2)=[O:18]. The yield is 0.840. (4) The reactants are [C:1]([N:8]1[C@H:12]([CH2:13][O:14][CH2:15][C:16]2[CH:21]=[CH:20][CH:19]=[CH:18][CH:17]=2)[CH2:11][CH2:10][C@H:9]1[CH2:22][O:23]C(=O)C1C=CC=CC=1)([O:3][C:4]([CH3:7])([CH3:6])[CH3:5])=[O:2].[OH-].[Na+].Cl. The catalyst is CO. The product is [C:1]([N:8]1[C@H:9]([CH2:22][OH:23])[CH2:10][CH2:11][C@H:12]1[CH2:13][O:14][CH2:15][C:16]1[CH:21]=[CH:20][CH:19]=[CH:18][CH:17]=1)([O:3][C:4]([CH3:7])([CH3:6])[CH3:5])=[O:2]. The yield is 0.910. (5) The reactants are [O:1]=[C:2]1[C:10]2([C:22]3[C:13](=[CH:14][C:15]4[O:20][CH2:19][CH2:18][O:17][C:16]=4[CH:21]=3)[O:12][CH2:11]2)[C:9]2[C:4](=[CH:5][CH:6]=[CH:7][CH:8]=2)[N:3]1[CH2:23][C:24]1[CH:32]=[CH:31][C:27]([C:28](O)=[O:29])=[CH:26][CH:25]=1.C(Cl)(=O)C(Cl)=O.O[NH:40][C:41](=[NH:43])[CH3:42]. The catalyst is ClCCl.CN(C)C=O. The product is [CH3:42][C:41]1[N:43]=[C:28]([C:27]2[CH:31]=[CH:32][C:24]([CH2:23][N:3]3[C:4]4[C:9](=[CH:8][CH:7]=[CH:6][CH:5]=4)[C:10]4([C:22]5[C:13](=[CH:14][C:15]6[O:20][CH2:19][CH2:18][O:17][C:16]=6[CH:21]=5)[O:12][CH2:11]4)[C:2]3=[O:1])=[CH:25][CH:26]=2)[O:29][N:40]=1. The yield is 0.630. (6) The reactants are [CH:1]1([CH2:7][C:8]2[N:12](CC3C=CC(OC)=CC=3)[CH:11]=[C:10]([C:22]([O:24][CH2:25][CH3:26])=[O:23])[C:9]=2[CH3:27])[CH2:6][CH2:5][CH2:4][CH2:3][CH2:2]1. The catalyst is C(#N)C. The product is [CH:1]1([CH2:7][C:8]2[NH:12][CH:11]=[C:10]([C:22]([O:24][CH2:25][CH3:26])=[O:23])[C:9]=2[CH3:27])[CH2:2][CH2:3][CH2:4][CH2:5][CH2:6]1. The yield is 0.400.